This data is from Reaction yield outcomes from USPTO patents with 853,638 reactions. The task is: Predict the reaction yield, written as a fraction of the theoretical maximum amount of product (1.0 means a 100% yield; for example, 0.34 means a 34% yield). (1) The reactants are [CH3:1][O:2][C:3]1[CH:4]=[C:5](N)[CH:6]=[C:7]([C:9]2[CH:13]=[CH:12][S:11][CH:10]=2)[CH:8]=1.Cl.N([O-])=O.[Na+].[I-:20].[K+]. The catalyst is O. The product is [I:20][C:5]1[CH:6]=[C:7]([C:9]2[CH:13]=[CH:12][S:11][CH:10]=2)[CH:8]=[C:3]([O:2][CH3:1])[CH:4]=1. The yield is 0.580. (2) The reactants are [CH:1]1([SH:6])[CH2:5][CH2:4][CH2:3][CH2:2]1.Cl[C:8]1[N:22]=[C:21]([Cl:23])[CH:20]=[CH:19][C:9]=1[C:10]([NH:12][CH:13]1[CH2:18][CH2:17][CH2:16][CH2:15][CH2:14]1)=[O:11].C(=O)([O-])[O-].[Na+].[Na+]. The catalyst is CN(C=O)C. The product is [Cl:23][C:21]1[CH:20]=[CH:19][C:9]([C:10]([NH:12][CH:13]2[CH2:18][CH2:17][CH2:16][CH2:15][CH2:14]2)=[O:11])=[C:8]([S:6][CH:1]2[CH2:5][CH2:4][CH2:3][CH2:2]2)[N:22]=1. The yield is 0.556. (3) The catalyst is CO. The product is [OH:33][C@@H:31]([C:20]1[N:19]([C@@H:16]2[CH2:15][O:14][C@@H:13]([CH2:12][C:34]#[N:35])[CH2:18][CH2:17]2)[C:23]2=[C:40]3[S:38][CH:37]=[CH:28][C:25]3=[N:26][CH:27]=[C:22]2[N:21]=1)[CH3:32]. The yield is 0.760. The reactants are CC1C=CC(S(O[CH2:12][C@H:13]2[CH2:18][CH2:17][C@H:16]([N:19]3[C:23]4=C5SC=[CH:28][C:25]5=[N:26][CH:27]=[C:22]4[N:21]=[C:20]3[C@H:31]([OH:33])[CH3:32])[CH2:15][O:14]2)(=O)=O)=CC=1.[C-:34]#[N:35].[Na+].[CH3:37][S:38]([CH3:40])=O.